This data is from Catalyst prediction with 721,799 reactions and 888 catalyst types from USPTO. The task is: Predict which catalyst facilitates the given reaction. (1) Reactant: [F:1][C:2]([F:12])([F:11])[C:3]1[C:4](=[O:10])[NH:5][C:6](=[O:9])[NH:7][CH:8]=1.C(=O)([O-])[O-].[K+].[K+].I[CH2:20][CH3:21]. Product: [CH2:20]([N:7]1[CH:8]=[C:3]([C:2]([F:11])([F:1])[F:12])[C:4](=[O:10])[NH:5][C:6]1=[O:9])[CH3:21]. The catalyst class is: 3. (2) Reactant: [H-].[Na+].[CH3:3][O:4][C:5]([C:7]1[C:15]([O:16][CH3:17])=[C:14]2[C:10]([CH:11]=[N:12][NH:13]2)=[CH:9][CH:8]=1)=[O:6].[CH3:18][N:19]([CH3:24])[S:20](Cl)(=[O:22])=[O:21]. Product: [CH3:3][O:4][C:5]([C:7]1[C:15]([O:16][CH3:17])=[C:14]2[C:10]([CH:11]=[N:12][N:13]2[S:20](=[O:22])(=[O:21])[N:19]([CH3:24])[CH3:18])=[CH:9][CH:8]=1)=[O:6]. The catalyst class is: 1. (3) Reactant: [CH2:1]([O:3][C:4](=[O:19])[CH:5]([O:16][CH2:17][CH3:18])[CH2:6][C:7]1[CH:15]=[CH:14][CH:13]=[C:12]2[C:8]=1[CH:9]=[CH:10][NH:11]2)[CH3:2].Cl[CH2:21][C:22]1[N:23]=[C:24]([C:28]2[CH:33]=[CH:32][C:31]([O:34][CH:35]([CH3:37])[CH3:36])=[CH:30][CH:29]=2)[O:25][C:26]=1[CH3:27].[H-].[Na+]. Product: [CH2:1]([O:3][C:4](=[O:19])[CH:5]([O:16][CH2:17][CH3:18])[CH2:6][C:7]1[CH:15]=[CH:14][CH:13]=[C:12]2[C:8]=1[CH:9]=[CH:10][N:11]2[CH2:21][C:22]1[N:23]=[C:24]([C:28]2[CH:33]=[CH:32][C:31]([O:34][CH:35]([CH3:37])[CH3:36])=[CH:30][CH:29]=2)[O:25][C:26]=1[CH3:27])[CH3:2]. The catalyst class is: 9. (4) Reactant: C[O:2][C:3]([C@@H:5]1[CH2:9][C@@H:8]([O:10][CH3:11])[CH2:7][N:6]1[C:12]([O:14][CH2:15][C:16]1[CH:21]=[CH:20][CH:19]=[CH:18][CH:17]=1)=[O:13])=O.[Li+].[BH4-]. Product: [CH2:15]([O:14][C:12]([N:6]1[CH2:7][C@H:8]([O:10][CH3:11])[CH2:9][C@H:5]1[CH2:3][OH:2])=[O:13])[C:16]1[CH:21]=[CH:20][CH:19]=[CH:18][CH:17]=1. The catalyst class is: 1.